Dataset: Forward reaction prediction with 1.9M reactions from USPTO patents (1976-2016). Task: Predict the product of the given reaction. (1) Given the reactants Cl[C:2]1[C:3]2[CH:10]=[CH:9][NH:8][C:4]=2[N:5]=[CH:6][N:7]=1.[CH:11]1[C:20]2[C:15](=[CH:16][CH:17]=[CH:18][CH:19]=2)[CH:14]=[CH:13][C:12]=1[CH2:21][C:22]1([NH2:28])[CH2:27][CH2:26][NH:25][CH2:24][CH2:23]1, predict the reaction product. The product is: [CH:11]1[C:20]2[C:15](=[CH:16][CH:17]=[CH:18][CH:19]=2)[CH:14]=[CH:13][C:12]=1[CH2:21][C:22]1([NH2:28])[CH2:27][CH2:26][N:25]([C:2]2[C:3]3[CH:10]=[CH:9][NH:8][C:4]=3[N:5]=[CH:6][N:7]=2)[CH2:24][CH2:23]1. (2) Given the reactants [OH-:1].[K+].Cl[C:4]1[CH:5]=[C:6]([CH:43]=[CH:44][C:45]=1F)[C:7]1[C:12]([C:13]2[CH:22]=CC3C(=CC=C(C4N(C5CCCCC5)C5C=CC(C(O)=O)=CC=5N=4)C=3)N=2)=[CH:11][C:10]([O:41][CH3:42])=[CH:9][CH:8]=1.[CH3:47][O:48]C1C=CC=CC=1B(O)O, predict the reaction product. The product is: [CH3:42][O:41][C:10]1[CH:11]=[C:12]([C:13](=[O:1])[CH3:22])[C:7]([C:6]2[CH:5]=[CH:4][CH:45]=[CH:44][C:43]=2[O:48][CH3:47])=[CH:8][CH:9]=1. (3) Given the reactants Br[C:2]1[CH:14]=[C:13]([CH:15]=[CH2:16])[CH:12]=[CH:11][C:3]=1[C:4]([O:6][C:7]([CH3:10])([CH3:9])[CH3:8])=[O:5].[C:17]([Cu])#[N:18], predict the reaction product. The product is: [C:17]([C:2]1[CH:14]=[C:13]([CH:15]=[CH2:16])[CH:12]=[CH:11][C:3]=1[C:4]([O:6][C:7]([CH3:10])([CH3:9])[CH3:8])=[O:5])#[N:18]. (4) Given the reactants Br[C:2]1[C:3]([CH3:10])=[CH:4][C:5]([NH2:9])=[N:6][C:7]=1[CH3:8].C([O-])(=O)C.[K+].[CH3:16][C:17]1([CH3:33])[C:21]([CH3:23])([CH3:22])[O:20][B:19]([B:19]2[O:20][C:21]([CH3:23])([CH3:22])[C:17]([CH3:33])([CH3:16])[O:18]2)[O:18]1.O1CCOCC1, predict the reaction product. The product is: [CH3:10][C:3]1[C:2]([B:19]2[O:20][C:21]([CH3:23])([CH3:22])[C:17]([CH3:33])([CH3:16])[O:18]2)=[C:7]([CH3:8])[N:6]=[C:5]([NH2:9])[CH:4]=1. (5) Given the reactants [C:1]([O:5][C:6]([N:8]1[CH2:13][CH2:12][CH:11]([CH2:14][NH:15][C:16]2[NH:20][C:19]3[CH:21]=[CH:22][CH:23]=[C:24]([C:25]([OH:27])=O)[C:18]=3[N:17]=2)[CH2:10][CH2:9]1)=[O:7])([CH3:4])([CH3:3])[CH3:2].O.ON1C2C=CC=CC=2N=N1.[CH3:39][O:40][CH2:41][CH2:42][NH2:43].Cl.C(N=C=NCCCN(C)C)C, predict the reaction product. The product is: [C:1]([O:5][C:6]([N:8]1[CH2:13][CH2:12][CH:11]([CH2:14][NH:15][C:16]2[NH:20][C:19]3[CH:21]=[CH:22][CH:23]=[C:24]([C:25](=[O:27])[NH:43][CH2:42][CH2:41][O:40][CH3:39])[C:18]=3[N:17]=2)[CH2:10][CH2:9]1)=[O:7])([CH3:2])([CH3:3])[CH3:4]. (6) Given the reactants [N+:1]([C:4]1[CH:11]=[N:10][CH:9]=[CH:8][C:5]=1[CH:6]=[O:7])([O-:3])=[O:2].[F-].[Cs+].C[Si](C)(C)[C:16]([F:19])([F:18])[F:17].Cl.CC(OI1(OC(C)=O)(OC(C)=O)OC(=O)C2C=CC=CC1=2)=O, predict the reaction product. The product is: [F:17][C:16]([F:19])([F:18])[C:6]([C:5]1[CH:8]=[CH:9][N:10]=[CH:11][C:4]=1[N+:1]([O-:3])=[O:2])=[O:7]. (7) The product is: [CH3:1][O:2][CH:3]([O:6][CH3:7])[CH2:4][NH:5][C:17](=[O:18])[C:16]1[CH:20]=[CH:21][C:22]([N+:23]([O-:25])=[O:24])=[C:14]([F:13])[CH:15]=1. Given the reactants [CH3:1][O:2][CH:3]([O:6][CH3:7])[CH2:4][NH2:5].C(=O)(O)[O-].[Na+].[F:13][C:14]1[CH:15]=[C:16]([CH:20]=[CH:21][C:22]=1[N+:23]([O-:25])=[O:24])[C:17](Cl)=[O:18], predict the reaction product. (8) The product is: [CH3:1][N:2]1[CH2:3][CH2:4][N:5]([C:8]2[CH:9]=[C:10]([C:21]3[CH:24]=[N:32][NH:31][C:22]=3[NH2:23])[CH:11]=[C:12]([N:14]3[CH2:15][CH2:16][N:17]([CH3:20])[CH2:18][CH2:19]3)[CH:13]=2)[CH2:6][CH2:7]1. Given the reactants [CH3:1][N:2]1[CH2:7][CH2:6][N:5]([C:8]2[CH:9]=[C:10]([CH:21]([CH:24]=O)[C:22]#[N:23])[CH:11]=[C:12]([N:14]3[CH2:19][CH2:18][N:17]([CH3:20])[CH2:16][CH2:15]3)[CH:13]=2)[CH2:4][CH2:3]1.C(O)(=O)C.O.[NH2:31][NH2:32].[OH-].[Na+], predict the reaction product. (9) The product is: [F:1][C:2]1[CH:3]=[C:4]([C@H:8]2[CH2:12][C:11](=[O:13])[CH2:10][N:9]2[C:14]([O:16][C:17]([CH3:20])([CH3:19])[CH3:18])=[O:15])[CH:5]=[CH:6][CH:7]=1. Given the reactants [F:1][C:2]1[CH:3]=[C:4]([C@H:8]2[CH2:12][C@@H:11]([OH:13])[CH2:10][N:9]2[C:14]([O:16][C:17]([CH3:20])([CH3:19])[CH3:18])=[O:15])[CH:5]=[CH:6][CH:7]=1.CC(OI1(OC(C)=O)(OC(C)=O)OC(=O)C2C=CC=CC1=2)=O.[OH-].[Na+], predict the reaction product. (10) Given the reactants C=O.[CH3:3][O:4][C:5](=[O:14])[C:6]1[CH:11]=[CH:10][C:9]([NH2:12])=[CH:8][C:7]=1[F:13].[C:15](O)(=O)C.C(O[BH-](OC(=O)C)OC(=O)C)(=O)C.[Na+], predict the reaction product. The product is: [CH3:3][O:4][C:5](=[O:14])[C:6]1[CH:11]=[CH:10][C:9]([NH:12][CH3:15])=[CH:8][C:7]=1[F:13].